Dataset: Reaction yield outcomes from USPTO patents with 853,638 reactions. Task: Predict the reaction yield, written as a fraction of the theoretical maximum amount of product (1.0 means a 100% yield; for example, 0.34 means a 34% yield). (1) The reactants are [CH3:1][O:2][C:3](=[O:18])[CH2:4][CH2:5][C:6](=[O:17])[C:7]1[CH:12]=[CH:11][CH:10]=[C:9]([C:13]([F:16])([F:15])[F:14])[CH:8]=1.COC([O:24][CH3:25])OC.[CH3:26]C1C=CC(S(O)(=O)=O)=CC=1.C[O-].[Na+]. The catalyst is CCOC(C)=O.CO.C(O)CO. The product is [CH3:1][O:2][C:3](=[O:18])[CH2:4][CH2:5][C:6]1([C:7]2[CH:12]=[CH:11][CH:10]=[C:9]([C:13]([F:14])([F:16])[F:15])[CH:8]=2)[O:24][CH2:25][CH2:26][O:17]1. The yield is 0.940. (2) The product is [Cl:20][C:21]1[N:22]=[C:23]([C:28]([NH:1][C@H:2]2[CH2:7][CH2:6][N:5]([C:8]([O:10][C:11]([CH3:12])([CH3:13])[CH3:14])=[O:9])[CH2:4][C@H:3]2[O:15][CH2:16][CH2:17][CH2:18][F:19])=[O:29])[NH:24][C:25]=1[CH2:26][CH3:27]. The yield is 1.00. The catalyst is ClCCl.CC(N(C)C)=O. The reactants are [NH2:1][C@H:2]1[CH2:7][CH2:6][N:5]([C:8]([O:10][C:11]([CH3:14])([CH3:13])[CH3:12])=[O:9])[CH2:4][C@H:3]1[O:15][CH2:16][CH2:17][CH2:18][F:19].[Cl:20][C:21]1[N:22]=[C:23]([C:28](O)=[O:29])[NH:24][C:25]=1[CH2:26][CH3:27].CCN=C=NCCCN(C)C.Cl.C1C=CC2N(O)N=NC=2C=1. (3) The reactants are [N:1]1[CH:6]=[CH:5][N:4]=[CH:3][C:2]=1[NH2:7].Br[CH2:9][C:10]([C:12]1[CH:17]=[CH:16][C:15]([F:18])=[CH:14][CH:13]=1)=O.C(=O)(O)[O-].[Na+]. The catalyst is C(O)C. The product is [F:18][C:15]1[CH:16]=[CH:17][C:12]([C:10]2[N:7]=[C:2]3[CH:3]=[N:4][CH:5]=[CH:6][N:1]3[CH:9]=2)=[CH:13][CH:14]=1. The yield is 0.0900. (4) The reactants are [CH3:1][C:2]1[CH:7]=[CH:6][N:5]=[CH:4][C:3]=1[N:8]1[CH2:12][CH2:11][NH:10][C:9]1=[O:13].Br[C:15]1[S:16][C:17]2[CH:23]=[CH:22][CH:21]=[CH:20][C:18]=2[N:19]=1.N[C@@H]1CCCC[C@H]1N.C(=O)([O-])[O-].[K+].[K+]. The catalyst is [Cu](I)I.O1CCOCC1. The product is [S:16]1[C:17]2[CH:23]=[CH:22][CH:21]=[CH:20][C:18]=2[N:19]=[C:15]1[N:10]1[CH2:11][CH2:12][N:8]([C:3]2[CH:4]=[N:5][CH:6]=[CH:7][C:2]=2[CH3:1])[C:9]1=[O:13]. The yield is 0.365. (5) The reactants are [CH3:1][O:2][C:3]1[CH:4]=[C:5]2[C:10](=[CH:11][C:12]=1[O:13][CH3:14])[N:9]=[CH:8][N:7]=[C:6]2[O:15][C:16]1[C:17]([F:23])=[C:18]([CH:20]=[CH:21][CH:22]=1)[NH2:19].[F:24][C:25]([F:45])([F:44])[C:26]([C:29]1[O:33][N:32]=[C:31]([NH:34][C:35](=O)[O:36]C2C=CC=CC=2)[CH:30]=1)([CH3:28])[CH3:27].FC(F)(F)C(C1ON=C(NC(=O)[O-])C=1)(C)C. The catalyst is C1COCC1.CN(C)C1C=CN=CC=1. The product is [CH3:1][O:2][C:3]1[CH:4]=[C:5]2[C:10](=[CH:11][C:12]=1[O:13][CH3:14])[N:9]=[CH:8][N:7]=[C:6]2[O:15][C:16]1[C:17]([F:23])=[C:18]([NH:19][C:35]([NH:34][C:31]2[CH:30]=[C:29]([C:26]([CH3:28])([CH3:27])[C:25]([F:45])([F:44])[F:24])[O:33][N:32]=2)=[O:36])[CH:20]=[CH:21][CH:22]=1. The yield is 0.540. (6) The reactants are Cl[O-].[Na+].[CH2:4]1[C:12]2[C:7](=[CH:8][C:9]([C:13](=[O:15])C)=[CH:10][CH:11]=2)[CH2:6][CH2:5]1.S(=O)(O)[O-:17].[Na+].Cl. The catalyst is O. The product is [CH2:4]1[C:12]2[C:7](=[CH:8][C:9]([C:13]([OH:15])=[O:17])=[CH:10][CH:11]=2)[CH2:6][CH2:5]1. The yield is 0.950.